Dataset: Forward reaction prediction with 1.9M reactions from USPTO patents (1976-2016). Task: Predict the product of the given reaction. (1) The product is: [C:20]([O:19][C@@H:18]1[C@H:23]([O:24][CH2:25][C:26]2[CH:31]=[CH:30][CH:29]=[CH:28][CH:27]=2)[C:32]([CH2:34][O:35][S:36]([CH3:39])(=[O:37])=[O:38])([CH2:40][O:63][S:61]([CH3:64])(=[O:62])=[O:60])[O:33][C@H:17]1[N:47]1[C:48]([Cl:55])=[C:49]2[C:53](=[N:52][CH:51]=[N:50]2)[N:54]=[C:46]1[NH2:45])(=[O:22])[CH3:21]. Given the reactants C/C(/O[Si](C)(C)C)=N\[Si](C)(C)C.C(O[CH:17]1[O:33][C@:32]([CH2:40]S(C)(=O)=O)([CH2:34][O:35][S:36]([CH3:39])(=[O:38])=[O:37])[C@@H:23]([O:24][CH2:25][C:26]2[CH:31]=[CH:30][CH:29]=[CH:28][CH:27]=2)[C@H:18]1[O:19][C:20](=[O:22])[CH3:21])(=O)C.[NH2:45][C:46]1[N:54]=[C:53]2[C:49]([NH:50][CH:51]=[N:52]2)=[C:48]([Cl:55])[N:47]=1.C[Si]([O:60][S:61]([C:64](F)(F)F)(=[O:63])=[O:62])(C)C.C(=O)(O)[O-], predict the reaction product. (2) Given the reactants [CH2:1]([NH:3][C:4]1[N:9]=[C:8]([C:10]2[C:11]([C:24]3[CH:25]=[C:26]([NH:30][S:31]([C:34]4[CH:39]=[C:38]([F:40])[CH:37]=[CH:36][C:35]=4[F:41])(=[O:33])=[O:32])[CH:27]=[CH:28][CH:29]=3)=[N:12][N:13](CC3C=CC(OC)=CC=3)[CH:14]=2)[CH:7]=[CH:6][N:5]=1)[CH3:2], predict the reaction product. The product is: [CH2:1]([NH:3][C:4]1[N:9]=[C:8]([C:10]2[C:11]([C:24]3[CH:25]=[C:26]([NH:30][S:31]([C:34]4[CH:39]=[C:38]([F:40])[CH:37]=[CH:36][C:35]=4[F:41])(=[O:33])=[O:32])[CH:27]=[CH:28][CH:29]=3)=[N:12][NH:13][CH:14]=2)[CH:7]=[CH:6][N:5]=1)[CH3:2]. (3) Given the reactants [NH2:1][C:2]1[C:12]([OH:13])=[CH:11][C:10]([Cl:14])=[CH:9][C:3]=1[C:4]([O:6]CC)=[O:5], predict the reaction product. The product is: [NH2:1][C:2]1[C:12]([OH:13])=[CH:11][C:10]([Cl:14])=[CH:9][C:3]=1[C:4]([OH:6])=[O:5]. (4) Given the reactants C[O:2][C:3]([C:5]1[CH:9]=[C:8]([C:10]2[CH:14]=[CH:13][N:12]([CH3:15])[CH:11]=2)[N:7]([C:16]2[CH:17]=[N:18][C:19]([CH3:22])=[CH:20][CH:21]=2)[N:6]=1)=[O:4].O.[OH-].[Li+], predict the reaction product. The product is: [CH3:22][C:19]1[N:18]=[CH:17][C:16]([N:7]2[C:8]([C:10]3[CH:14]=[CH:13][N:12]([CH3:15])[CH:11]=3)=[CH:9][C:5]([C:3]([OH:4])=[O:2])=[N:6]2)=[CH:21][CH:20]=1.